Dataset: Reaction yield outcomes from USPTO patents with 853,638 reactions. Task: Predict the reaction yield, written as a fraction of the theoretical maximum amount of product (1.0 means a 100% yield; for example, 0.34 means a 34% yield). (1) The reactants are [N:1]1[CH:6]=[CH:5][CH:4]=[C:3]([N:7]2[CH2:11][CH2:10][NH:9][C:8]2=[O:12])[CH:2]=1.Br[C:14]1[CH:15]=[C:16]2[C:21](=[CH:22][CH:23]=1)[N:20]([CH2:24][CH3:25])[C:19](=[O:26])[CH2:18][CH2:17]2.N[C@@H]1CCCC[C@H]1N.C(=O)([O-])[O-].[K+].[K+]. The catalyst is [Cu](I)I.O1CCOCC1. The product is [CH2:24]([N:20]1[C:21]2[C:16](=[CH:15][C:14]([N:9]3[CH2:10][CH2:11][N:7]([C:3]4[CH:2]=[N:1][CH:6]=[CH:5][CH:4]=4)[C:8]3=[O:12])=[CH:23][CH:22]=2)[CH2:17][CH2:18][C:19]1=[O:26])[CH3:25]. The yield is 0.477. (2) The reactants are [Br:1][C:2]1[C:3]([N:18]2[CH2:23][CH2:22][C:21]([CH3:25])([CH3:24])[CH2:20][CH2:19]2)=[C:4]([C@H:10]([OH:17])[C:11]([O:13][CH:14]([CH3:16])[CH3:15])=[O:12])[C:5]([CH3:9])=[N:6][C:7]=1[CH3:8].[CH3:26][C:27](=[CH2:29])[CH3:28].C([O-])([O-])=O.[Na+].[Na+]. The catalyst is ClCCl. The product is [Br:1][C:2]1[C:3]([N:18]2[CH2:23][CH2:22][C:21]([CH3:25])([CH3:24])[CH2:20][CH2:19]2)=[C:4]([C@H:10]([O:17][C:27]([CH3:29])([CH3:28])[CH3:26])[C:11]([O:13][CH:14]([CH3:16])[CH3:15])=[O:12])[C:5]([CH3:9])=[N:6][C:7]=1[CH3:8]. The yield is 0.607. (3) The reactants are [CH3:1][C:2]1[N:7]=[C:6]2[S:8][C:9]([NH:11]C(=O)OCC)=[N:10][C:5]2=[N:4][CH:3]=1.[OH-].[Na+].Cl. No catalyst specified. The product is [CH3:1][C:2]1[N:7]=[C:6]2[S:8][C:9]([NH2:11])=[N:10][C:5]2=[N:4][CH:3]=1. The yield is 0.506. (4) The reactants are [C:1]([O:5][C@@H:6]([C:12]1[C:13]([CH3:32])=[N:14][C:15]2[N:16]([N:26]=[C:27]([C:29](O)=[O:30])[CH:28]=2)[C:17]=1[C:18]1[CH2:23][CH2:22][C:21]([CH3:25])([CH3:24])[CH2:20][CH:19]=1)[C:7]([O:9]CC)=[O:8])([CH3:4])([CH3:3])[CH3:2].[CH3:33][C:34]([CH3:39])([CH3:38])[CH2:35][CH2:36][NH2:37].CCN(C(C)C)C(C)C.CN(C(ON1N=NC2C=CC=NC1=2)=[N+](C)C)C.F[P-](F)(F)(F)(F)F.[OH-].[Na+]. The catalyst is CN(C=O)C.CN(C1C=CN=CC=1)C.CO.O. The product is [C:1]([O:5][C@@H:6]([C:12]1[C:13]([CH3:32])=[N:14][C:15]2[N:16]([N:26]=[C:27]([C:29](=[O:30])[NH:37][CH2:36][CH2:35][C:34]([CH3:39])([CH3:38])[CH3:33])[CH:28]=2)[C:17]=1[C:18]1[CH2:23][CH2:22][C:21]([CH3:24])([CH3:25])[CH2:20][CH:19]=1)[C:7]([OH:9])=[O:8])([CH3:4])([CH3:2])[CH3:3]. The yield is 0.665. (5) The reactants are [NH2:1][C:2]1[CH:3]=[C:4]2[C:9](=[CH:10][CH:11]=1)[CH:8]=[N:7][CH:6]=[CH:5]2.C(NC(C)C)(C)C.[Li].[Cl:20][CH2:21][C:22](Cl)=[O:23]. The catalyst is C1COCC1. The product is [Cl:20][CH2:21][C:22]([NH:1][C:2]1[CH:3]=[C:4]2[C:9](=[CH:10][CH:11]=1)[CH:8]=[N:7][CH:6]=[CH:5]2)=[O:23]. The yield is 0.380. (6) The reactants are [Br:1][C:2]1[CH:3]=[CH:4][C:5]([NH:9][C:10]2[O:11][C@:12]3([CH2:20][N:21]=2)[CH:17]2[CH2:18][CH2:19][N:14]([CH2:15][CH2:16]2)[CH2:13]3)=[N:6][C:7]=1[F:8].C1C=C(Cl)C=C(C(OO)=[O:30])C=1. The catalyst is C(Cl)(Cl)Cl. The product is [Br:1][C:2]1[CH:3]=[CH:4][C:5]([NH:9][C:10]2[O:11][C@:12]3([CH2:20][N:21]=2)[CH:17]2[CH2:18][CH2:19][N+:14]([O-:30])([CH2:15][CH2:16]2)[CH2:13]3)=[N:6][C:7]=1[F:8]. The yield is 0.659. (7) The reactants are [OH:1][CH2:2][CH:3]([CH2:5][OH:6])[OH:4].[C:7]1([C:13]([C:21]2[CH:26]=[CH:25][CH:24]=[CH:23][CH:22]=2)([C:15]2[CH:20]=[CH:19][CH:18]=[CH:17][CH:16]=2)Cl)[CH:12]=[CH:11][CH:10]=[CH:9][CH:8]=1.O. The catalyst is N1C=CC=CC=1. The product is [OH:1][CH2:2][CH:3]([OH:4])[CH2:5][O:6][C:13]([C:7]1[CH:12]=[CH:11][CH:10]=[CH:9][CH:8]=1)([C:21]1[CH:22]=[CH:23][CH:24]=[CH:25][CH:26]=1)[C:15]1[CH:16]=[CH:17][CH:18]=[CH:19][CH:20]=1. The yield is 0.420. (8) No catalyst specified. The product is [ClH:41].[ClH:41].[C:1]([C:4]1[CH:40]=[CH:39][C:7]2[NH:8][C:9]([C:11]3[C:12]([OH:38])=[C:13]([C:23]4[C:28]([OH:29])=[CH:27][CH:26]=[C:25]([CH2:30][NH:31][C:32](=[O:37])[C@@H:33]([OH:36])[CH2:34][OH:35])[CH:24]=4)[CH:14]=[C:15]([C:17]([C:20](=[O:22])[NH2:21])([CH3:19])[CH3:18])[CH:16]=3)=[N:10][C:6]=2[CH:5]=1)(=[NH:2])[NH2:3]. The reactants are [C:1]([C:4]1[CH:40]=[CH:39][C:7]2[NH:8][C:9]([C:11]3[C:12]([OH:38])=[C:13]([C:23]4[C:28]([OH:29])=[CH:27][CH:26]=[C:25]([CH2:30][NH:31][C:32](=[O:37])[C@@H:33]([OH:36])[CH2:34][OH:35])[CH:24]=4)[CH:14]=[C:15]([C:17]([C:20](=[O:22])[NH2:21])([CH3:19])[CH3:18])[CH:16]=3)=[N:10][C:6]=2[CH:5]=1)(=[NH:3])[NH2:2].[ClH:41]. The yield is 0.710. (9) The product is [NH:5]1[C:6]2[C:7](=[N:8][CH:9]=[CH:10][CH:11]=2)[CH:12]=[CH:13]1. The reactants are C(OC(=O)[NH:5][C:6]1[C:7]([C:12]#[C:13][Si](C)(C)C)=[N:8][CH:9]=[CH:10][CH:11]=1)C.[O-]CC.[Na+]. The catalyst is C(O)C.[Cl-].[Na+].O. The yield is 0.635.